Dataset: Forward reaction prediction with 1.9M reactions from USPTO patents (1976-2016). Task: Predict the product of the given reaction. (1) Given the reactants O.[C:2]1([CH3:19])[CH:7]=[CH:6][C:5]([S:8]([N:11]2[CH2:18][CH2:17][CH2:16][C@H:12]2[C:13]([OH:15])=O)(=[O:10])=[O:9])=[CH:4][CH:3]=1.Cl.C[O:22][C:23](=[O:36])[C@H:24]([CH2:26][C:27]1[C:35]2[C:30](=[CH:31][CH:32]=[CH:33][CH:34]=2)[NH:29][CH:28]=1)[NH2:25].[Li+].[OH-], predict the reaction product. The product is: [C:2]1([CH3:19])[CH:3]=[CH:4][C:5]([S:8]([N:11]2[CH2:18][CH2:17][CH2:16][C@H:12]2[C:13]([NH:25][C@H:24]([C:23]([OH:36])=[O:22])[CH2:26][C:27]2[C:35]3[C:30](=[CH:31][CH:32]=[CH:33][CH:34]=3)[NH:29][CH:28]=2)=[O:15])(=[O:9])=[O:10])=[CH:6][CH:7]=1. (2) Given the reactants [CH3:1][C:2]1[CH:8]=[CH:7][CH:6]=[C:5]([CH3:9])[C:3]=1[NH2:4].CCN(C(C)C)C(C)C.[Cl:19][CH2:20][C:21](Cl)=[O:22].C(OCC)(=O)C, predict the reaction product. The product is: [Cl:19][CH2:20][C:21]([NH:4][C:3]1[C:5]([CH3:9])=[CH:6][CH:7]=[CH:8][C:2]=1[CH3:1])=[O:22]. (3) Given the reactants C(N(C(C)C)CC)(C)C.[CH3:10][NH:11][C:12]1([C:23]([NH:25][CH3:26])=[O:24])[CH2:15][N:14]([C:16]([O:18][C:19]([CH3:22])([CH3:21])[CH3:20])=[O:17])[CH2:13]1.[Cl:27][C:28]1[C:29]([F:49])=[C:30]([NH:34][C:35]2[C:44]3[C:39](=[CH:40][C:41]([O:47][CH3:48])=[C:42]([CH2:45]Cl)[CH:43]=3)[N:38]=[CH:37][N:36]=2)[CH:31]=[CH:32][CH:33]=1, predict the reaction product. The product is: [Cl:27][C:28]1[C:29]([F:49])=[C:30]([NH:34][C:35]2[C:44]3[C:39](=[CH:40][C:41]([O:47][CH3:48])=[C:42]([CH2:45][N:11]([CH3:10])[C:12]4([C:23]([NH:25][CH3:26])=[O:24])[CH2:15][N:14]([C:16]([O:18][C:19]([CH3:20])([CH3:21])[CH3:22])=[O:17])[CH2:13]4)[CH:43]=3)[N:38]=[CH:37][N:36]=2)[CH:31]=[CH:32][CH:33]=1. (4) Given the reactants [C:1]([O:5][C:6]([N:8]([C:16]([O:18][C:19]([CH3:22])([CH3:21])[CH3:20])=[O:17])[C:9]1[CH:14]=[N:13][CH:12]=[C:11](Br)[N:10]=1)=[O:7])([CH3:4])([CH3:3])[CH3:2].CC([O-])=O.[K+].[CH3:28][C:29]1([CH3:45])[C:33]([CH3:35])([CH3:34])[O:32][B:31]([B:31]2[O:32][C:33]([CH3:35])([CH3:34])[C:29]([CH3:45])([CH3:28])[O:30]2)[O:30]1.CC(C1C=C(C(C)C)C(C2C=CC=CC=2P(C2CCCCC2)C2CCCCC2)=C(C(C)C)C=1)C, predict the reaction product. The product is: [C:6]([N:8]([C:16]([O:18][C:19]([CH3:22])([CH3:21])[CH3:20])=[O:17])[C:9]1[CH:14]=[N:13][CH:12]=[C:11]([B:31]2[O:32][C:33]([CH3:35])([CH3:34])[C:29]([CH3:45])([CH3:28])[O:30]2)[N:10]=1)([O:5][C:1]([CH3:4])([CH3:3])[CH3:2])=[O:7]. (5) The product is: [CH3:35][Si:33]([CH3:34])([CH3:36])[CH2:32][CH2:31][O:30][CH2:29][N:26]1[C:22]2=[N:23][CH:24]=[CH:25][C:20]([C:18]3[CH:17]=[N:16][N:15]([C:4]4([CH2:3][C:1]#[N:2])[CH2:5][NH:6][CH2:7]4)[CH:19]=3)=[C:21]2[CH:28]=[CH:27]1.[ClH:37]. Given the reactants [C:1]([CH2:3][C:4]1([N:15]2[CH:19]=[C:18]([C:20]3[CH:25]=[CH:24][N:23]=[C:22]4[N:26]([CH2:29][O:30][CH2:31][CH2:32][Si:33]([CH3:36])([CH3:35])[CH3:34])[CH:27]=[CH:28][C:21]=34)[CH:17]=[N:16]2)[CH2:7][N:6](C(OC(C)(C)C)=O)[CH2:5]1)#[N:2].[ClH:37].O1CCOCC1.CCOCC, predict the reaction product. (6) The product is: [F:29][CH:2]([F:1])[C:3]([N:5]1[C@H:9]([CH2:10][F:11])[C@@H:8]([C:12]2[CH:17]=[CH:16][C:15]([C:18]3[CH:23]=[CH:22][C:21]([CH:24]([O:26][S:38]([CH3:37])(=[O:40])=[O:39])[CH3:25])=[N:20][CH:19]=3)=[CH:14][CH:13]=2)[O:7][C:6]1([CH3:28])[CH3:27])=[O:4]. Given the reactants [F:1][CH:2]([F:29])[C:3]([N:5]1[C@H:9]([CH2:10][F:11])[C@@H:8]([C:12]2[CH:17]=[CH:16][C:15]([C:18]3[CH:19]=[N:20][C:21]([CH:24]([OH:26])[CH3:25])=[CH:22][CH:23]=3)=[CH:14][CH:13]=2)[O:7][C:6]1([CH3:28])[CH3:27])=[O:4].C(N(CC)CC)C.[CH3:37][S:38](Cl)(=[O:40])=[O:39].C(=O)(O)[O-], predict the reaction product. (7) The product is: [CH3:27][O:26][C:23]1[CH:22]=[C:21]2[C:20](=[CH:25][CH:24]=1)[CH2:19][N:11]([C:7]1[CH:6]=[C:5]3[C:10](=[CH:9][CH:8]=1)[N:2]([CH3:1])[CH:3]=[CH:4]3)[CH2:28]2. Given the reactants [CH3:1][N:2]1[C:10]2[C:5](=[CH:6][C:7]([NH2:11])=[CH:8][CH:9]=2)[CH:4]=[CH:3]1.C(=O)([O-])[O-].[K+].[K+].Br[CH2:19][C:20]1[CH:25]=[CH:24][C:23]([O:26][CH3:27])=[CH:22][C:21]=1[CH2:28]Br, predict the reaction product.